This data is from Full USPTO retrosynthesis dataset with 1.9M reactions from patents (1976-2016). The task is: Predict the reactants needed to synthesize the given product. (1) Given the product [S:55]1[C:59]([CH2:60][NH:61][C:21]([C:17]2[S:16][C:15]([N:12]3[CH:13]=[CH:14][C:9]([O:8][CH2:1][C:2]4[CH:3]=[CH:4][CH:5]=[CH:6][CH:7]=4)=[CH:10][C:11]3=[O:24])=[N:19][C:18]=2[CH3:20])=[O:22])=[CH:58][C:57]2[CH:62]=[CH:63][CH:64]=[CH:65][C:56]1=2, predict the reactants needed to synthesize it. The reactants are: [CH2:1]([O:8][C:9]1[CH:14]=[CH:13][N:12]([C:15]2[S:16][C:17]([C:21](O)=[O:22])=[C:18]([CH3:20])[N:19]=2)[C:11](=[O:24])[CH:10]=1)[C:2]1[CH:7]=[CH:6][CH:5]=[CH:4][CH:3]=1.C(N(CC)C(C)C)(C)C.CN(C)CCCN=C=NCC.ON1C2C=CC=CC=2N=N1.[S:55]1[C:59]([CH2:60][NH2:61])=[CH:58][C:57]2[CH:62]=[CH:63][CH:64]=[CH:65][C:56]1=2. (2) Given the product [NH:64]1[C:55]([CH:54]([C:47]2[C:48]3[C:53](=[CH:52][CH:51]=[CH:50][CH:49]=3)[N:45]([CH2:44][C:43]3[C:39]4[CH:38]=[C:37]([Cl:36])[CH:59]=[CH:58][C:40]=4[S:41][CH:42]=3)[CH:46]=2)[CH3:57])=[N:56][N:66]=[N:65]1, predict the reactants needed to synthesize it. The reactants are: ClC1C=CC2SC=C(CN3C4C(=CC=CC=4)C(CC#N)=C3)C=2C=1.C[Si]([N-][Si](C)(C)C)(C)C.[Na+].IC.[Cl:36][C:37]1[CH:59]=[CH:58][C:40]2[S:41][CH:42]=[C:43]([CH2:44][N:45]3[C:53]4[C:48](=[CH:49][CH:50]=[CH:51][CH:52]=4)[C:47]([CH:54]([CH3:57])[C:55]#[N:56])=[CH:46]3)[C:39]=2[CH:38]=1.[Si]([N:64]=[N+:65]=[N-:66])(C)(C)C.CCCC[N+](CCCC)(CCCC)CCCC.[F-].